From a dataset of Experimentally validated miRNA-target interactions with 360,000+ pairs, plus equal number of negative samples. Binary Classification. Given a miRNA mature sequence and a target amino acid sequence, predict their likelihood of interaction. (1) The miRNA is mmu-miR-501-5p with sequence AAUCCUUUGUCCCUGGGUGAAA. The protein sequence of the target gene is MAEGNNKEEVIHLNNFPCHRGKEWMAVREGPITISDSSDEEGIPMLVTPATEQQEDDLDDDVILTEDDSEDEYGGFLDLESGKKEGEAKPGPSSKQTADDIVNPRLEQKVIILGENGLLFPESEPLEVQNQSSEDSETELLSNPGEPAASVDDQLIGEEYWLDHPYFQAPNPQPQERTNQVVPQERHSESEMGPMFFRHDFPEPAFPRPEPQQEGIPGPASPQPAHPLGELEDQQLAIDEDPGPAFPLSGPQEANLANMWEQEAAEVDQDLIPLLVKETEARFPDVASGYVEEIIHLKNY.... Result: 0 (no interaction). (2) The miRNA is hsa-miR-6728-5p with sequence UUGGGAUGGUAGGACCAGAGGGG. The protein sequence of the target gene is MGLSGLLPILVPFILLGDIQEPGHAEGILGKPCPKIKVECEVEEIDQCTKPRDCPENMKCCPFSRGKKCLDFRKIYAVCHRRLAPAWPPYHTGGTIKKTKICSEFIYGGSQGNNNNFQTEAICLVTCKKYH. Result: 1 (interaction). (3) The miRNA is mmu-miR-1960 with sequence CCAGUGCUGUUAGAAGAGGGCU. The protein sequence of the target gene is MVGVPGAAAFQLGCEKRVPAMPGSPVEVKIQSRSSPPIMPPLPPINPGGPRPVSFTPTALSNGINHSPPTLNGAPSPPQRFSNGPASSTSSALTNQQLPATCGARQLSKLKRFLTTLQQFGNDISPEIGEKVRTLVLALVNSTVTIEEFHCKLQEATNFPLRPFVIPFLKANLPLLQRELLHCARAAKQTPSQYLAQHEHLLLNTSIASPADSSELLMEVHGNGKRPSPERRDENNFERDTVPPEPPAKRVCTISPAPRHSPALTVPLMNPGGQFHPTPPPLQHYTLEDIATSHLYREPN.... Result: 0 (no interaction). (4) The miRNA is hsa-miR-5189-5p with sequence UCUGGGCACAGGCGGAUGGACAGG. The protein sequence of the target gene is MDESSLLRRRGLQKELSLPRRGRGCRSGNRKSLVVGTPSPTLSRPLSPLSVPTAGSSPLDSPRNFSAASALNFPFARRADGRRWSLASLPSSGYGTNTPSSTLSSSSSSRERLHQLPFQPTPDELHFLSKHFRSSENVLDEEGGRSPRLRPRSRSLSPGRATGTFDNEIVMMNHVYRERFPKATAQMEGRLQEFLTAYAPGARLALADGVLGFIHHQIVELARDCLAKSGENLVTSRYFLEMQEKLERLLQDAHERSDSEEVSFIVQLVRKLLIIISRPARLLECLEFDPEEFYHLLEAA.... Result: 0 (no interaction). (5) The miRNA is bta-miR-17-5p with sequence CAAAGUGCUUACAGUGCAGGUAGU. The protein sequence of the target gene is MQQRGLAIVALAVCAALHASEAILPIASSCCTEVSHHISRRLLERVNMCRIQRADGDCDLAAVILHVKRRRICVSPHNHTVKQWMKVQAAKKNGKGNVCHRKKHHGKRNSNRAHQGKHETYGHKTPY. Result: 0 (no interaction). (6) The miRNA is hsa-miR-548x-3p with sequence UAAAAACUGCAAUUACUUUC. The protein sequence of the target gene is MRLRTRKASQQSNQIQTQRTARAKRKYSEVDDSLPSGGEKPSKNETGLLSSIKKFIKGSTPKEERENPSKRSRIERDIDNNLITSTPRAGEKPNKQISRVRRKSQVNGEAGSYEMTNQHVKQNGKLEDNPSSGSPPRTTLLGTIFSPVFNFFSPANKNGTSGSDSPGQAVEAEEIVKQLDMEQVDEITTSTTTSTNGAAYSNQAVQVRPSLNNGLEEAEETVNRDIPPLTAPVTPDSGYSSAHAEATYEEDWEVFDPYYFIKHVPPLTEEQLNRKPALPLKTRSTPEFSLVLDLDETLVH.... Result: 1 (interaction). (7) The miRNA is rno-miR-27a-5p with sequence AGGGCUUAGCUGCUUGUGAGCA. The protein sequence of the target gene is MDSLAEEFFVSGNPDVEEQTKEETEIIAEKPVTQLDKQKMDISADPEPVNALLEIKKVLNPISALPKGVFPNIEKFIQEDFSFQTMQREVTTHSQTGEEIVPALTLHFLITQLEMALRNIQASNYTAQQINVGYYLTLLFLYGVALTERAKKEDCIEAENKFLVMKMVIQESEICENFMCLVYFGRGLLRCAQKRYNGALLEFYKSLQEIGDTDDNWFEVDPTDDEDLPTTFKDSLNNFIKTTESNIMKETICSYLDCERSCEADILKNTNYKGFFQLMCSKSCCIYFHKICWKKFKNLK.... Result: 0 (no interaction).